From a dataset of Full USPTO retrosynthesis dataset with 1.9M reactions from patents (1976-2016). Predict the reactants needed to synthesize the given product. (1) The reactants are: [CH2:1]([O:3][C:4](=[O:27])[CH2:5][CH:6]([N:13]1[C:21]2[C:16](=[CH:17][C:18]([O:22][CH2:23][CH2:24][O:25][NH2:26])=[CH:19][CH:20]=2)[CH:15]=[CH:14]1)[C:7]1[CH:12]=[CH:11][CH:10]=[CH:9][CH:8]=1)[CH3:2].Br.CC1C([C:35]2[NH:36][CH2:37][CH2:38][N:39]=2)=C(C)NN=1. Given the product [CH2:1]([O:3][C:4](=[O:27])[CH2:5][CH:6]([N:13]1[C:21]2[C:16](=[CH:17][C:18]([O:22][CH2:23][CH2:24][O:25][NH:26][C:35]3[NH:39][CH2:38][CH2:37][N:36]=3)=[CH:19][CH:20]=2)[CH:15]=[CH:14]1)[C:7]1[CH:12]=[CH:11][CH:10]=[CH:9][CH:8]=1)[CH3:2], predict the reactants needed to synthesize it. (2) Given the product [CH3:1][S:2][C:3]1[CH:4]=[C:5]([C:9](=[N:16][O:17][CH2:18][C:19]2[N:24]=[C:23]([NH2:25])[CH:22]=[CH:21][CH:20]=2)[C:10]2[N:14]([CH3:15])[N:13]=[N:12][N:11]=2)[CH:6]=[CH:7][CH:8]=1, predict the reactants needed to synthesize it. The reactants are: [CH3:1][S:2][C:3]1[CH:4]=[C:5]([C:9](=[N:16][O:17][CH2:18][C:19]2[N:24]=[C:23]([N:25]3C(=O)C4C(=CC=CC=4)C3=O)[CH:22]=[CH:21][CH:20]=2)[C:10]2[N:14]([CH3:15])[N:13]=[N:12][N:11]=2)[CH:6]=[CH:7][CH:8]=1.O.NN. (3) Given the product [CH3:8][O:7][C:5]([CH:4]([C:3]([O:10][CH3:11])=[O:9])[C:13]1[CH:23]=[CH:22][C:16]([C:17]([O:19][CH2:20][CH3:21])=[O:18])=[CH:15][C:14]=1[N+:24]([O-:26])=[O:25])=[O:6], predict the reactants needed to synthesize it. The reactants are: [H-].[Na+].[C:3]([O:10][CH3:11])(=[O:9])[CH2:4][C:5]([O:7][CH3:8])=[O:6].F[C:13]1[CH:23]=[CH:22][C:16]([C:17]([O:19][CH2:20][CH3:21])=[O:18])=[CH:15][C:14]=1[N+:24]([O-:26])=[O:25].[Cl-].[NH4+]. (4) Given the product [CH3:1][O:2][C:3](=[O:27])[CH:4]([NH:26][C:31](=[O:32])[C:30]1[C:29]([Cl:28])=[CH:37][CH:36]=[CH:35][C:34]=1[Cl:38])[CH2:5][C:6]1[CH:15]=[C:14]2[C:9]([CH2:10][CH2:11][N:12]([C:16](=[O:25])[C:17]3[C:18]([Cl:24])=[CH:19][CH:20]=[CH:21][C:22]=3[Cl:23])[CH2:13]2)=[CH:8][CH:7]=1, predict the reactants needed to synthesize it. The reactants are: [CH3:1][O:2][C:3](=[O:27])[CH:4]([NH2:26])[CH2:5][C:6]1[CH:15]=[C:14]2[C:9]([CH2:10][CH2:11][N:12]([C:16](=[O:25])[C:17]3[C:22]([Cl:23])=[CH:21][CH:20]=[CH:19][C:18]=3[Cl:24])[CH2:13]2)=[CH:8][CH:7]=1.[Cl:28][C:29]1[CH:37]=[CH:36][CH:35]=[C:34]([Cl:38])[C:30]=1[C:31](Cl)=[O:32]. (5) Given the product [Cl:23][C:24]1[CH:25]=[C:26]([C:17]2[N:16]=[C:15]([C:13]([NH:12][C:8]3[CH:7]=[C:6]([CH2:5][C:4]([OH:3])=[O:22])[CH:11]=[CH:10][CH:9]=3)=[O:14])[CH:20]=[CH:19][CH:18]=2)[CH:27]=[C:28]([Cl:30])[CH:29]=1, predict the reactants needed to synthesize it. The reactants are: C([O:3][C:4](=[O:22])[CH2:5][C:6]1[CH:11]=[CH:10][CH:9]=[C:8]([NH:12][C:13]([C:15]2[CH:20]=[CH:19][CH:18]=[C:17](Br)[N:16]=2)=[O:14])[CH:7]=1)C.[Cl:23][C:24]1[CH:25]=[C:26](B(O)O)[CH:27]=[C:28]([Cl:30])[CH:29]=1. (6) Given the product [F:1][C:2]1[CH:3]=[CH:4][CH:5]=[C:6]2[C:10]=1[CH:9]([CH2:11][CH2:12][C:13]([NH:15][C:16]1[N:17]=[CH:18][C:19]3[C:23]([CH:24]=1)=[CH:38][CH:37]=[CH:36][CH:20]=3)=[O:14])[N:8]([CH2:25][C:26]1[CH:27]=[CH:28][C:29]([F:32])=[CH:30][CH:31]=1)[C:7]2=[O:33], predict the reactants needed to synthesize it. The reactants are: [F:1][C:2]1[CH:3]=[CH:4][CH:5]=[C:6]2[C:10]=1[CH:9]([CH2:11][CH2:12][C:13]([NH:15][C:16]1[CH:24]=[CH:23][C:19]([C:20](O)=O)=[CH:18][N:17]=1)=[O:14])[N:8]([CH2:25][C:26]1[CH:31]=[CH:30][C:29]([F:32])=[CH:28][CH:27]=1)[C:7]2=[O:33].C1C2[C:38](=CC=CC=2)[CH:37]=[C:36](N)N=1.